Regression. Given two drug SMILES strings and cell line genomic features, predict the synergy score measuring deviation from expected non-interaction effect. From a dataset of NCI-60 drug combinations with 297,098 pairs across 59 cell lines. (1) Drug 1: C1=NC2=C(N1)C(=S)N=CN2. Drug 2: COCCOC1=C(C=C2C(=C1)C(=NC=N2)NC3=CC=CC(=C3)C#C)OCCOC.Cl. Cell line: SW-620. Synergy scores: CSS=24.9, Synergy_ZIP=-3.11, Synergy_Bliss=3.53, Synergy_Loewe=-7.09, Synergy_HSA=1.95. (2) Drug 1: CS(=O)(=O)CCNCC1=CC=C(O1)C2=CC3=C(C=C2)N=CN=C3NC4=CC(=C(C=C4)OCC5=CC(=CC=C5)F)Cl. Drug 2: CCC1(CC2CC(C3=C(CCN(C2)C1)C4=CC=CC=C4N3)(C5=C(C=C6C(=C5)C78CCN9C7C(C=CC9)(C(C(C8N6C)(C(=O)OC)O)OC(=O)C)CC)OC)C(=O)OC)O.OS(=O)(=O)O. Cell line: PC-3. Synergy scores: CSS=2.00, Synergy_ZIP=-0.945, Synergy_Bliss=0.0711, Synergy_Loewe=-0.870, Synergy_HSA=-0.849.